This data is from Full USPTO retrosynthesis dataset with 1.9M reactions from patents (1976-2016). The task is: Predict the reactants needed to synthesize the given product. (1) Given the product [F:33][C:34]1[CH:35]=[C:36]([C:42]2[CH:43]=[CH:44][C:45]([CH2:46][NH:47][S:56]([C:55]3[C:51]([CH3:50])=[N:52][O:53][C:54]=3[CH3:60])(=[O:58])=[O:57])=[CH:48][CH:49]=2)[C:37]([O:40][CH3:41])=[N:38][CH:39]=1, predict the reactants needed to synthesize it. The reactants are: C(C1C=C(C(NS(C2C=CC(F)=C(F)C=2)(=O)=O)C)C=CC=1C1C=C(F)C=CC=1OC)C=C.[F:33][C:34]1[CH:35]=[C:36]([C:42]2[CH:49]=[CH:48][C:45]([CH2:46][NH2:47])=[CH:44][CH:43]=2)[C:37]([O:40][CH3:41])=[N:38][CH:39]=1.[CH3:50][C:51]1[C:55]([S:56](Cl)(=[O:58])=[O:57])=[C:54]([CH3:60])[O:53][N:52]=1. (2) The reactants are: Cl.[NH2:2][C:3]1[C:12]2[C:7](=[CH:8][C:9]([CH2:13][CH:14]([NH:23][C:24](=[O:45])[CH2:25][NH:26][S:27]([C:30]3[C:31]([CH3:44])=[C:32]([CH3:43])[C:33]4OC(C)(C)[CH2:36][CH2:35][C:34]=4[C:41]=3C)(=[O:29])=[O:28])[C:15](=[O:22])[N:16]3[CH2:21][CH2:20][CH2:19][CH2:18][CH2:17]3)=[CH:10][CH:11]=2)[CH:6]=[CH:5][N:4]=1.NC1C2C(=CC(CC(NC(=O)OC(C)(C)C)[C:59](=[O:66])N3CCCCC3)=CC=2)C=CN=1.OC[C@H](NS(C1C=CC2C(=CC=CC=2)C=1)(=O)=O)C(O)=O.N[C@H](C(O)=O)CO.C1C2C(=CC=CC=2)C=CC=1S([Cl:115])(=O)=O. Given the product [ClH:115].[NH2:2][C:3]1[C:12]2[C:7](=[CH:8][C:9]([CH2:13][CH:14]([NH:23][C:24](=[O:45])[C@@H:25]([NH:26][S:27]([C:30]3[CH:31]=[CH:44][C:33]4[C:34](=[CH:35][CH:36]=[CH:43][CH:32]=4)[CH:41]=3)(=[O:29])=[O:28])[CH2:59][OH:66])[C:15](=[O:22])[N:16]3[CH2:21][CH2:20][CH2:19][CH2:18][CH2:17]3)=[CH:10][CH:11]=2)[CH:6]=[CH:5][N:4]=1, predict the reactants needed to synthesize it. (3) Given the product [CH3:13][N:14]([CH2:19][C:20]1[CH2:21][C:22]2[C:27]([C:28]=1[CH3:29])=[CH:26][CH:25]=[CH:24][CH:23]=2)[C:15](=[O:18])/[CH:16]=[CH:17]/[C:2]1[CH:11]=[N:10][C:9]2[NH:8][C:7](=[O:12])[CH2:6][CH2:5][C:4]=2[CH:3]=1, predict the reactants needed to synthesize it. The reactants are: Br[C:2]1[CH:3]=[C:4]2[C:9](=[N:10][CH:11]=1)[NH:8][C:7](=[O:12])[CH2:6][CH2:5]2.[CH3:13][N:14]([CH2:19][C:20]1[CH2:21][C:22]2[C:27]([C:28]=1[CH3:29])=[CH:26][CH:25]=[CH:24][CH:23]=2)[C:15](=[O:18])[CH:16]=[CH2:17].CCN(C(C)C)C(C)C. (4) Given the product [F:40][C:21]([F:20])([F:39])[C:22]1[CH:23]=[C:24]([C:32]2[O:36][N:35]=[C:34]([CH2:37][N:5]3[C:6]4[C:11](=[C:10]([C:13]([F:16])([F:14])[F:15])[C:9]([C:17]#[N:18])=[CH:8][CH:7]=4)[CH:12]=[C:4]3[CH2:3][CH:2]([CH3:19])[CH3:1])[N:33]=2)[CH:25]=[C:26]([C:28]([F:30])([F:29])[F:31])[CH:27]=1, predict the reactants needed to synthesize it. The reactants are: [CH3:1][CH:2]([CH3:19])[CH2:3][C:4]1[NH:5][C:6]2[C:11]([CH:12]=1)=[C:10]([C:13]([F:16])([F:15])[F:14])[C:9]([C:17]#[N:18])=[CH:8][CH:7]=2.[F:20][C:21]([F:40])([F:39])[C:22]1[CH:23]=[C:24]([C:32]2[O:36][N:35]=[C:34]([CH2:37]Cl)[N:33]=2)[CH:25]=[C:26]([C:28]([F:31])([F:30])[F:29])[CH:27]=1. (5) Given the product [Cl:1][C:2]1[CH:11]=[CH:10][C:9]2[C:8]([CH3:13])([OH:12])[CH2:7][CH2:6][CH2:5][C:4]=2[N:3]=1, predict the reactants needed to synthesize it. The reactants are: [Cl:1][C:2]1[CH:11]=[CH:10][C:9]2[C:8](=[O:12])[CH2:7][CH2:6][CH2:5][C:4]=2[N:3]=1.[CH3:13][Mg]Cl. (6) Given the product [NH2:1][C:2]1[N:6]([C:19]([O:18][C:15]([CH3:17])([CH3:16])[CH3:14])=[O:20])[N:5]=[C:4]([OH:7])[C:3]=1[C:8]1[CH:13]=[CH:12][CH:11]=[CH:10][N:9]=1, predict the reactants needed to synthesize it. The reactants are: [NH2:1][C:2]1[NH:6][N:5]=[C:4]([OH:7])[C:3]=1[C:8]1[CH:13]=[CH:12][CH:11]=[CH:10][N:9]=1.[CH3:14][C:15]([O:18][C:19](O[C:19]([O:18][C:15]([CH3:17])([CH3:16])[CH3:14])=[O:20])=[O:20])([CH3:17])[CH3:16].C(=O)([O-])[O-].[Na+].[Na+]. (7) Given the product [CH2:1]([O:3][C:4](=[O:20])[NH:5][C:6](=[O:19])/[C:7](/[C:17]#[N:18])=[CH:8]\[C:9]1[CH:14]=[CH:13][C:12]([Cl:15])=[C:11]([Cl:16])[CH:10]=1)[CH2:2][CH3:21], predict the reactants needed to synthesize it. The reactants are: [CH2:1]([O:3][C:4](=[O:20])[NH:5][C:6](=[O:19])/[C:7](/[C:17]#[N:18])=[CH:8]\[C:9]1[CH:14]=[CH:13][C:12]([Cl:15])=[C:11]([Cl:16])[CH:10]=1)[CH3:2].[CH2:21](O)CC.